Dataset: Forward reaction prediction with 1.9M reactions from USPTO patents (1976-2016). Task: Predict the product of the given reaction. Given the reactants [CH3:1][O:2][C:3]1[CH:4]=[C:5]([CH:31]=[CH:32][C:33]=1[O:34][CH3:35])[CH2:6][CH:7]1[C:16]2[C:11](=[CH:12][C:13]([O:19][CH3:20])=[C:14]([O:17][CH3:18])[CH:15]=2)CCC1C1(CC(O)=O)C=CC=CC1.C1CN([P+](ON2N=N[C:55]3[CH:56]=[CH:57][CH:58]=[CH:59][C:54]2=3)(N2CCCC2)N2CCCC2)CC1.F[P-](F)(F)(F)(F)F.[NH2:69][CH:70]1[C:78]2[C:73](=[CH:74][CH:75]=[CH:76][CH:77]=2)[CH2:72][CH2:71]1.[CH:79](N(C(C)C)CC)([CH3:81])[CH3:80].CCO[C:91]([CH3:93])=[O:92], predict the reaction product. The product is: [CH3:1][O:2][C:3]1[CH:4]=[C:5]([CH:31]=[CH:32][C:33]=1[O:34][CH3:35])[CH2:6][CH:7]1[C:16]2[C:11](=[CH:12][C:13]([O:19][CH3:20])=[C:14]([O:17][CH3:18])[CH:15]=2)[CH2:81][CH2:79][CH:80]1[CH:93]([C:54]1[CH:55]=[CH:56][CH:57]=[CH:58][CH:59]=1)[C:91]([NH:69][CH:70]1[C:78]2[C:73](=[CH:74][CH:75]=[CH:76][CH:77]=2)[CH2:72][CH2:71]1)=[O:92].